Dataset: Catalyst prediction with 721,799 reactions and 888 catalyst types from USPTO. Task: Predict which catalyst facilitates the given reaction. (1) Product: [CH2:18]([C:6]1[CH:5]=[C:4]([CH:17]=[CH:16][C:7]=1[O:8][CH2:9][C:10]1[CH:15]=[CH:14][CH:13]=[CH:12][N:11]=1)[NH2:1])[CH3:19]. The catalyst class is: 856. Reactant: [N+:1]([C:4]1[CH:17]=[CH:16][C:7]([O:8][CH2:9][C:10]2[CH:15]=[CH:14][CH:13]=[CH:12][N:11]=2)=[C:6]([CH:18]=[CH2:19])[CH:5]=1)([O-])=O.[H][H]. (2) Reactant: [F:1][CH2:2][C:3]([CH2:9][F:10])([CH2:7][CH3:8])[CH2:4][CH:5]=[O:6].[OH:11]OS([O-])=O.[K+]. Product: [F:1][CH2:2][C:3]([CH2:9][F:10])([CH2:7][CH3:8])[CH2:4][C:5]([OH:11])=[O:6]. The catalyst class is: 9. (3) Reactant: [C:1]([O:4][CH2:5][C:6]1[CH:11]=[CH:10][C:9]([CH:12]([CH:16]2[CH2:20][CH2:19][CH2:18][CH2:17]2)[C:13]([OH:15])=O)=[CH:8][CH:7]=1)(=[O:3])[CH3:2].O.ON1C2C=CC=CC=2N=N1.C(N(CC)C(C)C)(C)C.[NH2:41][C:42]1[CH:43]=[C:44]([CH:56]=[CH:57][CH:58]=1)[CH2:45][C:46]1([C:49]([O:51][C:52]([CH3:55])([CH3:54])[CH3:53])=[O:50])[CH2:48][CH2:47]1.CN(C(ON1N=NC2C=CC=NC1=2)=[N+](C)C)C.F[P-](F)(F)(F)(F)F.C(=O)([O-])[O-].[Na+].[Na+]. Product: [C:1]([O:4][CH2:5][C:6]1[CH:7]=[CH:8][C:9]([CH:12]([CH:16]2[CH2:20][CH2:19][CH2:18][CH2:17]2)[C:13]([NH:41][C:42]2[CH:43]=[C:44]([CH:56]=[CH:57][CH:58]=2)[CH2:45][C:46]2([C:49]([O:51][C:52]([CH3:55])([CH3:53])[CH3:54])=[O:50])[CH2:48][CH2:47]2)=[O:15])=[CH:10][CH:11]=1)(=[O:3])[CH3:2]. The catalyst class is: 3. (4) Reactant: C([O:8][C:9]1[C:13]([O:14]CC2C=CC=CC=2)=[C:12]([C:22](=[O:26])[N:23]([CH3:25])[CH3:24])[N:11]([C:27]2[CH:32]=[CH:31][C:30]([O:33][CH3:34])=[CH:29][CH:28]=2)[C:10]=1[C:35]([O:37][CH2:38][CH3:39])=[O:36])C1C=CC=CC=1. Product: [CH3:25][N:23]([CH3:24])[C:22]([C:12]1[N:11]([C:27]2[CH:28]=[CH:29][C:30]([O:33][CH3:34])=[CH:31][CH:32]=2)[C:10]([C:35]([O:37][CH2:38][CH3:39])=[O:36])=[C:9]([OH:8])[C:13]=1[OH:14])=[O:26]. The catalyst class is: 50.